This data is from Full USPTO retrosynthesis dataset with 1.9M reactions from patents (1976-2016). The task is: Predict the reactants needed to synthesize the given product. (1) Given the product [Cl:8][C:5]1[CH:4]=[C:3]2[C:2](=[CH:7][CH:6]=1)[N:1]=[C:23]([CH:18]1[CH2:22][CH2:21][CH2:20][CH2:19]1)[C:24]([C:25]#[N:26])=[C:9]2[C:11]1[CH:16]=[CH:15][N:14]=[C:13]([CH3:17])[CH:12]=1, predict the reactants needed to synthesize it. The reactants are: [NH2:1][C:2]1[CH:7]=[CH:6][C:5]([Cl:8])=[CH:4][C:3]=1[C:9]([C:11]1[CH:16]=[CH:15][N:14]=[C:13]([CH3:17])[CH:12]=1)=O.[CH:18]1([C:23](=O)[CH2:24][C:25]#[N:26])[CH2:22][CH2:21][CH2:20][CH2:19]1. (2) Given the product [NH2:3][C:4]1[C:5]([CH3:38])=[CH:6][C:7]([O:8][C:9]2[CH:10]=[CH:11][C:12]3[N:16]=[C:15]([CH2:17][O:18][C:19]4[CH:20]=[CH:21][C:22]([CH2:23][CH:24]5[S:28][C:27](=[O:29])[NH:26][C:25]5=[O:30])=[CH:31][CH:32]=4)[N:14]([CH3:33])[C:13]=3[CH:34]=2)=[CH:35][C:36]=1[CH3:37].[ClH:1], predict the reactants needed to synthesize it. The reactants are: [ClH:1].Cl.[NH2:3][C:4]1[C:36]([CH3:37])=[CH:35][C:7]([O:8][C:9]2[CH:10]=[CH:11][C:12]3[N:16]=[C:15]([CH2:17][O:18][C:19]4[CH:32]=[CH:31][C:22]([CH2:23][CH:24]5[S:28][C:27](=[O:29])[NH:26][C:25]5=[O:30])=[CH:21][CH:20]=4)[N:14]([CH3:33])[C:13]=3[CH:34]=2)=[CH:6][C:5]=1[CH3:38]. (3) Given the product [NH2:17][C@@H:18]([CH2:19][S:20][CH2:21][C@H:22]([O:34][C:35](=[O:43])[CH2:36][CH2:37][CH2:38][CH2:39][CH2:40][CH2:41][CH3:42])[CH2:23][O:24][C:25](=[O:33])[CH2:26][CH2:27][CH2:28][CH2:29][CH2:30][CH2:31][CH3:32])[C:44](=[O:46])[NH:48][CH2:49][CH2:50][O:51][CH2:52][CH2:53][O:54][CH2:55][CH2:56][O:57][CH2:58][CH2:59][P:60](=[O:61])([OH:67])[OH:64], predict the reactants needed to synthesize it. The reactants are: C1C2C(COC(=O)[NH:17][C@H:18]([C:44]([OH:46])=O)[CH2:19][S:20][CH2:21][C@H:22]([O:34][C:35](=[O:43])[CH2:36][CH2:37][CH2:38][CH2:39][CH2:40][CH2:41][CH3:42])[CH2:23][O:24][C:25](=[O:33])[CH2:26][CH2:27][CH2:28][CH2:29][CH2:30][CH2:31][CH3:32])C3C(=CC=CC=3)C=2C=CC=1.[NH2:48][CH2:49][CH2:50][O:51][CH2:52][CH2:53][O:54][CH2:55][CH2:56][O:57][CH2:58][CH2:59][P:60](=[O:67])([O:64]CC)[O:61]CC. (4) Given the product [CH2:8]([NH:1][C@@H:2]([C:5]([OH:7])=[O:6])[CH2:3][OH:4])[C:9]1[CH:14]=[CH:13][CH:12]=[CH:11][CH:10]=1, predict the reactants needed to synthesize it. The reactants are: [NH2:1][C@@H:2]([C:5]([OH:7])=[O:6])[CH2:3][OH:4].[CH:8](=O)[C:9]1[CH:14]=[CH:13][CH:12]=[CH:11][CH:10]=1. (5) Given the product [CH2:5]([O:12][C:13]1[CH:18]=[C:17](/[CH:19]=[CH:20]/[N+:21]([O-:23])=[O:22])[C:16]([N+:1]([O-:3])=[O:2])=[CH:15][C:14]=1[O:24][CH2:25][CH2:26][CH2:27][O:28][CH3:29])[C:6]1[CH:7]=[CH:8][CH:9]=[CH:10][CH:11]=1, predict the reactants needed to synthesize it. The reactants are: [N+:1]([O-])([OH:3])=[O:2].[CH2:5]([O:12][C:13]1[CH:18]=[C:17](/[CH:19]=[CH:20]/[N+:21]([O-:23])=[O:22])[CH:16]=[CH:15][C:14]=1[O:24][CH2:25][CH2:26][CH2:27][O:28][CH3:29])[C:6]1[CH:11]=[CH:10][CH:9]=[CH:8][CH:7]=1. (6) Given the product [Cl:12][C:9]1[CH:10]=[N:11][C:2]([N:22]2[CH2:23][CH2:24][CH:20]([O:19][C:15]3[CH:14]=[C:13]([CH3:25])[CH:18]=[CH:17][CH:16]=3)[CH2:21]2)=[C:3]([CH:8]=1)[C:4]([O:6][CH3:7])=[O:5], predict the reactants needed to synthesize it. The reactants are: Cl[C:2]1[N:11]=[CH:10][C:9]([Cl:12])=[CH:8][C:3]=1[C:4]([O:6][CH3:7])=[O:5].[C:13]1([CH3:25])[CH:18]=[CH:17][CH:16]=[C:15]([O:19][CH:20]2[CH2:24][CH2:23][NH:22][CH2:21]2)[CH:14]=1. (7) Given the product [CH:5]1[CH2:10][CH2:9][CH:3]([CH2:2][C:1]([OH:7])=[O:6])[CH:4]=1.[CH:2]12[CH2:3][CH:10]([CH:9]=[CH:1]1)[CH2:11][CH:12]2[C:13]([OH:15])=[O:14], predict the reactants needed to synthesize it. The reactants are: [C:1]([OH:7])(=[O:6])[CH2:2][CH2:3][CH:4]=[CH2:5].O[CH2:9][CH:10]1[O:15][C:13](=[O:14])[CH2:12][CH2:11]1. (8) Given the product [CH2:1]([O:3][CH:4]([O:6][C:7]1[CH:12]=[CH:11][CH:10]=[C:9]([O:13][CH3:14])[C:8]=1[CH2:15][CH2:16][OH:17])[CH3:5])[CH3:2], predict the reactants needed to synthesize it. The reactants are: [CH2:1]([O:3][CH:4]([O:6][C:7]1[CH:12]=[CH:11][CH:10]=[C:9]([O:13][CH3:14])[C:8]=1[CH2:15][C:16](OCC)=[O:17])[CH3:5])[CH3:2].C1(C)C=CC=CC=1.[H-].COCCO[Al+]OCCOC.[Na+].[H-].[OH-].[Na+].